The task is: Binary Classification. Given a T-cell receptor sequence (or CDR3 region) and an epitope sequence, predict whether binding occurs between them.. This data is from TCR-epitope binding with 47,182 pairs between 192 epitopes and 23,139 TCRs. (1) The TCR CDR3 sequence is CASSFWPGRNLLWGYTF. Result: 0 (the TCR does not bind to the epitope). The epitope is NLWNTFTRL. (2) The epitope is LLWNGPMAV. The TCR CDR3 sequence is CASSSALAYEQYF. Result: 1 (the TCR binds to the epitope). (3) The epitope is FPRPWLHGL. The TCR CDR3 sequence is CASSPRETRTDTQYF. Result: 0 (the TCR does not bind to the epitope). (4) The epitope is CINGVCWTV. The TCR CDR3 sequence is CASTRDTEAFF. Result: 1 (the TCR binds to the epitope). (5) The epitope is VLWAHGFEL. The TCR CDR3 sequence is CASSHGAGSEKLFF. Result: 1 (the TCR binds to the epitope).